From a dataset of Retrosynthesis with 50K atom-mapped reactions and 10 reaction types from USPTO. Predict the reactants needed to synthesize the given product. (1) Given the product CC(C)(C)NC(=O)N1CC(OCc2cccc(-c3ccc(CN4CCOCC4)cc3)c2C(F)(F)F)C1, predict the reactants needed to synthesize it. The reactants are: C1COCCN1.CC(C)(C)NC(=O)N1CC(OCc2cccc(-c3ccc(CCl)cc3)c2C(F)(F)F)C1. (2) Given the product CC(C)OCCN(C(=O)CCl)c1ccc(C(=O)N2CCN(CCc3ccc(F)cc3)CC2)cc1, predict the reactants needed to synthesize it. The reactants are: CC(C)OCCN(C(=O)CCl)c1ccc(C(=O)Cl)cc1.Fc1ccc(CCN2CCNCC2)cc1. (3) Given the product CC(=O)N(C)C1CCN(c2ccc(C=O)cc2)C1, predict the reactants needed to synthesize it. The reactants are: CC(=O)N(C)C1CCNC1.O=Cc1ccc(F)cc1. (4) Given the product N#CCc1ccc2c(c1)OCCC2NC(=O)CC(NS(=O)(=O)c1cccc(C(F)(F)F)c1)c1ccccc1, predict the reactants needed to synthesize it. The reactants are: N#CCc1ccc2c(c1)OCCC2N.O=C(O)CC(NS(=O)(=O)c1cccc(C(F)(F)F)c1)c1ccccc1. (5) The reactants are: CC(C)(C)CC(=O)Cl.Cc1cc(Br)cc(C)c1N. Given the product Cc1cc(Br)cc(C)c1NC(=O)CC(C)(C)C, predict the reactants needed to synthesize it. (6) Given the product N[C@H]1CCCC[C@H]1NC(=O)c1ccc(C(F)(F)F)cc1C1CC1, predict the reactants needed to synthesize it. The reactants are: N[C@H]1CCCC[C@H]1N.O=C(O)c1ccc(C(F)(F)F)cc1C1CC1. (7) Given the product CCN(Cc1ccccc1N)c1ccc(C(N)=O)nn1, predict the reactants needed to synthesize it. The reactants are: CCNCc1ccccc1N.NC(=O)c1ccc(Cl)nn1. (8) Given the product CC1(C)C(C(=O)c2c[nH]c3c(F)c(F)c(F)c(F)c23)C1(C)C, predict the reactants needed to synthesize it. The reactants are: CC1(C)C(C(=O)Cl)C1(C)C.Fc1c(F)c(F)c2[nH]ccc2c1F.